The task is: Predict the product of the given reaction.. This data is from Forward reaction prediction with 1.9M reactions from USPTO patents (1976-2016). Given the reactants [CH3:1][O:2][CH2:3][CH2:4][O:5][C:6]1[CH:11]=[CH:10][N:9]2[C:12]([C:15]([OH:17])=O)=[CH:13][N:14]=[C:8]2[CH:7]=1.C(Cl)(=O)C(Cl)=O.[CH2:24]([N:31]1[C:39]2[CH:38]=[CH:37][CH:36]=[C:35]([NH2:40])[C:34]=2[C:33]([CH2:41][CH3:42])=[N:32]1)[C:25]1[CH:30]=[CH:29][CH:28]=[CH:27][CH:26]=1.C(N(CC)CC)C, predict the reaction product. The product is: [CH2:24]([N:31]1[C:39]2[C:34](=[C:35]([NH:40][C:15]([C:12]3[N:9]4[CH:10]=[CH:11][C:6]([O:5][CH2:4][CH2:3][O:2][CH3:1])=[CH:7][C:8]4=[N:14][CH:13]=3)=[O:17])[CH:36]=[CH:37][CH:38]=2)[C:33]([CH2:41][CH3:42])=[N:32]1)[C:25]1[CH:26]=[CH:27][CH:28]=[CH:29][CH:30]=1.